This data is from Forward reaction prediction with 1.9M reactions from USPTO patents (1976-2016). The task is: Predict the product of the given reaction. (1) Given the reactants [OH:1][C:2]1[CH:3]=[CH:4][CH:5]=[C:6]2[C:11]=1[N:10]=[C:9]([CH2:12][CH2:13][C:14]([O:16][CH3:17])=[O:15])[CH:8]=[CH:7]2.C1C=CC(N([S:25]([C:28]([F:31])([F:30])[F:29])(=[O:27])=[O:26])[S:25]([C:28]([F:31])([F:30])[F:29])(=[O:27])=[O:26])=CC=1.CCN(CC)CC, predict the reaction product. The product is: [F:29][C:28]([F:31])([F:30])[S:25]([O:1][C:2]1[CH:3]=[CH:4][CH:5]=[C:6]2[C:11]=1[N:10]=[C:9]([CH2:12][CH2:13][C:14]([O:16][CH3:17])=[O:15])[CH:8]=[CH:7]2)(=[O:27])=[O:26]. (2) Given the reactants [NH2:1][C:2]1[CH:3]=[N:4][O:5][C:6]=1[CH3:7].N1C=CC=CC=1.Cl[C:15]([O:17][C:18]1[CH:23]=[CH:22][CH:21]=[CH:20][CH:19]=1)=[O:16], predict the reaction product. The product is: [CH3:7][C:6]1[O:5][N:4]=[CH:3][C:2]=1[NH:1][C:15](=[O:16])[O:17][C:18]1[CH:23]=[CH:22][CH:21]=[CH:20][CH:19]=1. (3) Given the reactants [OH:1][C:2]1[C:9]([O:10][CH3:11])=[CH:8][C:5]([CH:6]=O)=[CH:4][C:3]=1[O:12][CH3:13].[ClH:14].CO.[CH3:17][O:18][C:19]1[C:34]([O:35][CH3:36])=[CH:33][CH:32]=[CH:31][C:20]=1[CH2:21][NH:22][CH2:23][CH:24](OCC)OCC, predict the reaction product. The product is: [ClH:14].[CH3:13][O:12][C:3]1[CH:4]=[C:5]([CH2:6][C:24]2[C:31]3[C:20](=[C:19]([O:18][CH3:17])[C:34]([O:35][CH3:36])=[CH:33][CH:32]=3)[CH:21]=[N:22][CH:23]=2)[CH:8]=[C:9]([O:10][CH3:11])[C:2]=1[OH:1]. (4) Given the reactants [OH-].[Na+].[F:3][C:4]1[CH:9]=[CH:8][CH:7]=[C:6]([F:10])[C:5]=1[S:11](Cl)(=[O:13])=[O:12].[F:15][C:16]1[CH:24]=[C:23]2[C:19]([C:20]([CH:25]3[CH2:30][CH2:29][N:28]([CH3:31])[CH2:27][CH2:26]3)=[CH:21][NH:22]2)=[CH:18][C:17]=1[OH:32], predict the reaction product. The product is: [F:15][C:16]1[CH:24]=[C:23]2[C:19]([C:20]([CH:25]3[CH2:26][CH2:27][N:28]([CH3:31])[CH2:29][CH2:30]3)=[CH:21][NH:22]2)=[CH:18][C:17]=1[O:32][S:11]([C:5]1[C:6]([F:10])=[CH:7][CH:8]=[CH:9][C:4]=1[F:3])(=[O:13])=[O:12].